This data is from Reaction yield outcomes from USPTO patents with 853,638 reactions. The task is: Predict the reaction yield, written as a fraction of the theoretical maximum amount of product (1.0 means a 100% yield; for example, 0.34 means a 34% yield). (1) The reactants are [CH3:1][C:2]1([OH:8])[CH2:7][CH2:6][CH2:5][CH2:4][CH2:3]1.[H-].[Na+].Cl[C:12]1[CH:13]=[C:14]([N:21]([CH2:29][CH:30]2[CH2:35][CH2:34][O:33][CH2:32][CH2:31]2)[C:22](=[O:28])[O:23][C:24]([CH3:27])([CH3:26])[CH3:25])[C:15]2[N:16]([CH:18]=[CH:19][N:20]=2)[N:17]=1.CC(C1C=C(C(C)C)C(C2C=CC=CC=2P(C2CCCCC2)C2CCCCC2)=C(C(C)C)C=1)C. The catalyst is C1C=CC(/C=C/C(/C=C/C2C=CC=CC=2)=O)=CC=1.C1C=CC(/C=C/C(/C=C/C2C=CC=CC=2)=O)=CC=1.C1C=CC(/C=C/C(/C=C/C2C=CC=CC=2)=O)=CC=1.[Pd].[Pd].C(OCC)(=O)C.O.C1(C)C=CC=CC=1. The product is [CH3:1][C:2]1([O:8][C:12]2[CH:13]=[C:14]([N:21]([CH2:29][CH:30]3[CH2:35][CH2:34][O:33][CH2:32][CH2:31]3)[C:22](=[O:28])[O:23][C:24]([CH3:26])([CH3:27])[CH3:25])[C:15]3[N:16]([CH:18]=[CH:19][N:20]=3)[N:17]=2)[CH2:7][CH2:6][CH2:5][CH2:4][CH2:3]1. The yield is 0.560. (2) The reactants are C1(C)C=CC(S(N[C@H](C2C=CC=CC=2)[C@@H](C2C=CC=CC=2)N)(=O)=O)=CC=1.C(O)(C)C.CC(C)([O-])C.[K+].[Cl:37][CH2:38][C:39]([C:41]1[CH:46]=[CH:45][CH:44]=[CH:43][CH:42]=1)=[O:40]. The catalyst is C(O)(C)C. The product is [Cl:37][CH2:38][CH:39]([C:41]1[CH:46]=[CH:45][CH:44]=[CH:43][CH:42]=1)[OH:40]. The yield is 0.936. (3) The reactants are [CH3:1][N:2]([CH2:4][C:5]1[CH:6]=[CH:7][C:8]([O:42][CH2:43][CH3:44])=[C:9]([NH:11][C:12]([C@H:14]([NH:26][C:27]([N:29]2[CH2:34][CH2:33][N:32]([C:35](OC(C)(C)C)=O)[CH2:31][CH2:30]2)=[O:28])[C@H:15]([C:17]2[C:25]3[C:20](=[CH:21][CH:22]=[CH:23][CH:24]=3)[NH:19][CH:18]=2)[CH3:16])=[O:13])[CH:10]=1)[CH3:3].Cl.O1CCOCC1.[C:52]1(=O)[CH2:55]C[CH2:53]1.C(O[BH-](OC(=O)C)OC(=O)C)(=O)C.[Na+].C(=O)([O-])O.[Na+]. The catalyst is C(OCC)(=O)C. The product is [CH:35]1([N:32]2[CH2:33][CH2:34][N:29]([C:27]([NH:26][C@@H:14]([C:12]([NH:11][C:9]3[CH:10]=[C:5]([CH2:4][N:2]([CH3:1])[CH3:3])[CH:6]=[CH:7][C:8]=3[O:42][CH2:43][CH3:44])=[O:13])[C@H:15]([C:17]3[C:25]4[C:20](=[CH:21][CH:22]=[CH:23][CH:24]=4)[NH:19][CH:18]=3)[CH3:16])=[O:28])[CH2:30][CH2:31]2)[CH2:55][CH2:52][CH2:53]1. The yield is 0.430. (4) The reactants are FC(F)(F)S(O[C:7]1[CH:8]=[C:9]2[C:13](=[C:14]([F:16])[CH:15]=1)[C:12]([CH3:18])([CH3:17])[CH2:11][CH2:10]2)(=O)=O.C1(C(C2C=CC=CC=2)=[NH:28])C=CC=CC=1.C1C=CC(P(C2C(C3C(P(C4C=CC=CC=4)C4C=CC=CC=4)=CC=C4C=3C=CC=C4)=C3C(C=CC=C3)=CC=2)C2C=CC=CC=2)=CC=1.CC(C)([O-])C.[Na+].Cl.[OH-].[Na+]. The catalyst is C1C=CC(/C=C/C(/C=C/C2C=CC=CC=2)=O)=CC=1.C1C=CC(/C=C/C(/C=C/C2C=CC=CC=2)=O)=CC=1.C1C=CC(/C=C/C(/C=C/C2C=CC=CC=2)=O)=CC=1.[Pd].[Pd].O.C1(C)C=CC=CC=1. The product is [F:16][C:14]1[CH:15]=[C:7]([NH2:28])[CH:8]=[C:9]2[C:13]=1[C:12]([CH3:18])([CH3:17])[CH2:11][CH2:10]2. The yield is 0.650.